This data is from Full USPTO retrosynthesis dataset with 1.9M reactions from patents (1976-2016). The task is: Predict the reactants needed to synthesize the given product. (1) Given the product [NH2:1][CH2:2][C:3]1[CH:4]=[CH:5][C:6]([CH2:7][N:8]2[CH2:9][CH2:10][C:11]3([N:15]([CH2:16][CH2:17][CH2:18][C:19]([OH:21])=[O:20])[C:14](=[O:23])[N:13]=[C:12]3[NH:24][CH:25]3[CH2:26][CH2:27][CH2:28][CH2:29][CH2:30]3)[CH2:31][CH2:32]2)=[CH:33][CH:34]=1, predict the reactants needed to synthesize it. The reactants are: [NH2:1][CH2:2][C:3]1[CH:34]=[CH:33][C:6]([CH2:7][N:8]2[CH2:32][CH2:31][C:11]3([N:15]([CH2:16][CH2:17][CH2:18][C:19]([O:21]C)=[O:20])[C:14](=[O:23])[N:13]=[C:12]3[NH:24][CH:25]3[CH2:30][CH2:29][CH2:28][CH2:27][CH2:26]3)[CH2:10][CH2:9]2)=[CH:5][CH:4]=1.[Li+].[OH-].Cl. (2) Given the product [OH:16][CH:15]1[C:14]2[C:9](=[CH:10][CH:11]=[CH:12][CH:13]=2)[C:8](=[O:17])[N:7]1[CH2:6][C:2]1[S:1][CH:5]=[CH:4][CH:3]=1, predict the reactants needed to synthesize it. The reactants are: [S:1]1[CH:5]=[CH:4][CH:3]=[C:2]1[CH2:6][N:7]1[C:15](=[O:16])[C:14]2[C:9](=[CH:10][CH:11]=[CH:12][CH:13]=2)[C:8]1=[O:17].[BH4-].[Na+].